The task is: Regression. Given two drug SMILES strings and cell line genomic features, predict the synergy score measuring deviation from expected non-interaction effect.. This data is from Merck oncology drug combination screen with 23,052 pairs across 39 cell lines. (1) Drug 1: CN(C)C(=N)N=C(N)N. Drug 2: NC(=O)c1cccc2cn(-c3ccc(C4CCCNC4)cc3)nc12. Cell line: PA1. Synergy scores: synergy=4.61. (2) Cell line: A375. Drug 2: CCc1cnn2c(NCc3ccc[n+]([O-])c3)cc(N3CCCCC3CCO)nc12. Drug 1: CCc1c2c(nc3ccc(O)cc13)-c1cc3c(c(=O)n1C2)COC(=O)C3(O)CC. Synergy scores: synergy=2.08. (3) Drug 1: CC1(c2nc3c(C(N)=O)cccc3[nH]2)CCCN1. Drug 2: CCC1(O)C(=O)OCc2c1cc1n(c2=O)Cc2cc3c(CN(C)C)c(O)ccc3nc2-1. Cell line: NCIH1650. Synergy scores: synergy=-16.3. (4) Drug 1: NC1(c2ccc(-c3nc4ccn5c(=O)[nH]nc5c4cc3-c3ccccc3)cc2)CCC1. Drug 2: Cn1cc(-c2cnn3c(N)c(Br)c(C4CCCNC4)nc23)cn1. Cell line: SW837. Synergy scores: synergy=5.72. (5) Drug 1: CCC1=CC2CN(C1)Cc1c([nH]c3ccccc13)C(C(=O)OC)(c1cc3c(cc1OC)N(C)C1C(O)(C(=O)OC)C(OC(C)=O)C4(CC)C=CCN5CCC31C54)C2. Drug 2: CC(C)CC(NC(=O)C(Cc1ccccc1)NC(=O)c1cnccn1)B(O)O. Synergy scores: synergy=-9.78. Cell line: HT144. (6) Drug 1: CN(C)C(=N)N=C(N)N. Drug 2: CCc1cnn2c(NCc3ccc[n+]([O-])c3)cc(N3CCCCC3CCO)nc12. Cell line: COLO320DM. Synergy scores: synergy=3.18. (7) Drug 1: O=S1(=O)NC2(CN1CC(F)(F)F)C1CCC2Cc2cc(C=CCN3CCC(C(F)(F)F)CC3)ccc2C1. Drug 2: CN(Cc1cnc2nc(N)nc(N)c2n1)c1ccc(C(=O)NC(CCC(=O)O)C(=O)O)cc1. Cell line: SW620. Synergy scores: synergy=2.43. (8) Drug 1: O=C(NOCC(O)CO)c1ccc(F)c(F)c1Nc1ccc(I)cc1F. Drug 2: CCc1c2c(nc3ccc(O)cc13)-c1cc3c(c(=O)n1C2)COC(=O)C3(O)CC. Cell line: SW620. Synergy scores: synergy=-3.55.